Dataset: Full USPTO retrosynthesis dataset with 1.9M reactions from patents (1976-2016). Task: Predict the reactants needed to synthesize the given product. (1) Given the product [CH3:1][O:2][C:3](=[O:15])[C:4]1[C:5](=[C:10]([NH:27][CH:25]([CH3:26])[CH2:24][O:23][CH3:22])[CH:11]=[CH:12][CH:13]=1)[C:6]([O:8][CH3:9])=[O:7], predict the reactants needed to synthesize it. The reactants are: [CH3:1][O:2][C:3](=[O:15])[C:4]1[C:5](=[C:10](Br)[CH:11]=[CH:12][CH:13]=1)[C:6]([O:8][CH3:9])=[O:7].C([O-])([O-])=O.[Cs+].[Cs+].[CH3:22][O:23][CH2:24][CH:25]([NH2:27])[CH3:26].C(OCC)C. (2) Given the product [CH2:2]([N:9]1[CH2:10][CH:11]2[CH2:17][CH:15]([CH:14]([CH3:18])[NH:13][CH:12]2[CH3:26])[CH2:16]1)[C:3]1[CH:4]=[CH:5][CH:6]=[CH:7][CH:8]=1, predict the reactants needed to synthesize it. The reactants are: Cl.[CH2:2]([N:9]1[CH2:16][CH:15]2[CH2:17][CH:11]([CH:12]([CH3:26])[N:13](C(OC(C)(C)C)=O)[CH:14]2[CH3:18])[CH2:10]1)[C:3]1[CH:8]=[CH:7][CH:6]=[CH:5][CH:4]=1. (3) The reactants are: C([O:4][CH2:5][CH2:6][O:7][CH2:8][CH2:9][N:10]1[CH2:15][CH2:14][N:13]([C:16]2[C:22]3[CH:23]=[CH:24][CH:25]=[CH:26][C:21]=3[S:20][C:19]3[CH:27]=[CH:28][CH:29]=[CH:30][C:18]=3[N:17]=2)[CH2:12][CH2:11]1)(=O)C.[OH-].[Na+]. Given the product [CH:24]1[CH:25]=[CH:26][C:21]2[S:20][C:19]3[CH:27]=[CH:28][CH:29]=[CH:30][C:18]=3[N:17]=[C:16]([N:13]3[CH2:14][CH2:15][N:10]([CH2:9][CH2:8][O:7][CH2:6][CH2:5][OH:4])[CH2:11][CH2:12]3)[C:22]=2[CH:23]=1, predict the reactants needed to synthesize it. (4) Given the product [Br:14][C:15]1[C:16]([N:1]2[CH2:5][CH2:4][C@@H:3]([NH:6][C:7](=[O:13])[O:8][C:9]([CH3:10])([CH3:12])[CH3:11])[CH2:2]2)=[C:17]2[C:23]([NH:24][C:25](=[O:32])[C:26]3[CH:31]=[CH:30][CH:29]=[N:28][CH:27]=3)=[CH:22][NH:21][C:18]2=[N:19][CH:20]=1, predict the reactants needed to synthesize it. The reactants are: [NH:1]1[CH2:5][CH2:4][C@@H:3]([NH:6][C:7](=[O:13])[O:8][C:9]([CH3:12])([CH3:11])[CH3:10])[CH2:2]1.[Br:14][C:15]1[C:16](F)=[C:17]2[C:23]([NH:24][C:25](=[O:32])[C:26]3[CH:31]=[CH:30][CH:29]=[N:28][CH:27]=3)=[CH:22][NH:21][C:18]2=[N:19][CH:20]=1.CC#N.O. (5) Given the product [ClH:10].[Cl:23][C:15]1[CH:14]=[C:13]2[C:18]([CH:19]=[CH:20][C:11]([N:7]3[CH2:8][CH2:9][N:4]([CH:1]4[CH2:3][CH2:2]4)[CH2:5][CH2:6]3)=[N:12]2)=[CH:17][C:16]=1[O:21][CH3:22], predict the reactants needed to synthesize it. The reactants are: [CH:1]1([N:4]2[CH2:9][CH2:8][NH:7][CH2:6][CH2:5]2)[CH2:3][CH2:2]1.[Cl:10][C:11]1[CH:20]=[CH:19][C:18]2[C:13](=[CH:14][C:15]([Cl:23])=[C:16]([O:21][CH3:22])[CH:17]=2)[N:12]=1. (6) Given the product [C:39]([O:43][C:44]([O:22][C:21]1[C:9]2[CH:8]([C:3]3[CH:4]=[CH:5][CH:6]=[CH:7][C:2]=3[Cl:1])[C:13]([C:14]#[N:15])=[C:12]([CH2:16][CH2:17][CH3:18])[NH:11][C:10]=2[NH:19][N:20]=1)=[O:45])([CH3:42])([CH3:41])[CH3:40], predict the reactants needed to synthesize it. The reactants are: [Cl:1][C:2]1[CH:7]=[CH:6][CH:5]=[CH:4][C:3]=1[CH:8]1[C:13]([C:14]#[N:15])=[C:12]([CH2:16][CH2:17][CH3:18])[NH:11][C:10]2=[N:19][NH:20][C:21]([OH:22])=[C:9]12.C(N(CC)CC)C.CN(C1C=CC=CN=1)C.[C:39]([O:43][C:44](=O)[O:45]C(C)(C)C)([CH3:42])([CH3:41])[CH3:40].